Dataset: Peptide-MHC class I binding affinity with 185,985 pairs from IEDB/IMGT. Task: Regression. Given a peptide amino acid sequence and an MHC pseudo amino acid sequence, predict their binding affinity value. This is MHC class I binding data. (1) The peptide sequence is VYTNAIQYV. The MHC is HLA-A01:01 with pseudo-sequence HLA-A01:01. The binding affinity (normalized) is 0.213. (2) The binding affinity (normalized) is 0. The peptide sequence is AAVDLSHFL. The MHC is HLA-A01:01 with pseudo-sequence HLA-A01:01. (3) The peptide sequence is FVVDTTPPL. The MHC is HLA-B35:01 with pseudo-sequence HLA-B35:01. The binding affinity (normalized) is 1.00. (4) The peptide sequence is EVIERINLLV. The MHC is HLA-A68:02 with pseudo-sequence HLA-A68:02. The binding affinity (normalized) is 0.723. (5) The peptide sequence is LFQRTFSIP. The MHC is HLA-A24:02 with pseudo-sequence HLA-A24:02. The binding affinity (normalized) is 0.358.